Dataset: Reaction yield outcomes from USPTO patents with 853,638 reactions. Task: Predict the reaction yield, written as a fraction of the theoretical maximum amount of product (1.0 means a 100% yield; for example, 0.34 means a 34% yield). (1) The reactants are [OH:1][C:2]1[CH:3]=[C:4]2[C:8](=[CH:9][CH:10]=1)[NH:7][N:6]=[CH:5]2.[Si:11](Cl)([C:14]([CH3:17])([CH3:16])[CH3:15])([CH3:13])[CH3:12].N1C=CN=C1.C(O)(=O)CC(CC(O)=O)(C(O)=O)O. The catalyst is C(Cl)Cl. The product is [Si:11]([O:1][C:2]1[CH:3]=[C:4]2[C:8](=[CH:9][CH:10]=1)[NH:7][N:6]=[CH:5]2)([C:14]([CH3:17])([CH3:16])[CH3:15])([CH3:13])[CH3:12]. The yield is 0.900. (2) The reactants are [C:1]([CH:3]1[CH2:8][CH2:7][N:6]([C:9]([O:11][CH2:12][C:13]2[CH:18]=[CH:17][CH:16]=[CH:15][CH:14]=2)=[O:10])[CH2:5][CH2:4]1)#[N:2].[Li+].C[Si]([N-][Si](C)(C)C)(C)C.[CH2:29]=[O:30]. The catalyst is C1COCC1. The product is [C:1]([C:3]1([CH2:29][OH:30])[CH2:8][CH2:7][N:6]([C:9]([O:11][CH2:12][C:13]2[CH:14]=[CH:15][CH:16]=[CH:17][CH:18]=2)=[O:10])[CH2:5][CH2:4]1)#[N:2]. The yield is 0.350. (3) The reactants are CC1C=CC(S(O[CH2:12][CH2:13][CH:14]2[CH2:19][CH2:18][N:17]([C:20]([O:22][C:23]([CH3:26])([CH3:25])[CH3:24])=[O:21])[CH2:16][CH2:15]2)(=O)=O)=CC=1.[C:27]([O-:30])(=[S:29])[CH3:28].[K+].CC(OC)(C)C. The catalyst is C1COCC1. The product is [C:27]([S:29][CH2:12][CH2:13][CH:14]1[CH2:15][CH2:16][N:17]([C:20]([O:22][C:23]([CH3:24])([CH3:25])[CH3:26])=[O:21])[CH2:18][CH2:19]1)(=[O:30])[CH3:28]. The yield is 0.780. (4) The reactants are [Cl:1][C:2]1[N:7]=[C:6]([C:8]2[S:12][C:11](N)=[N:10][C:9]=2[C:14]2[CH:19]=[CH:18][CH:17]=[C:16]([N+:20]([O-:22])=[O:21])[CH:15]=2)[CH:5]=[CH:4][N:3]=1.N(OC(C)(C)C)=O. The catalyst is CCOC(C)=O. The product is [Cl:1][C:2]1[N:7]=[C:6]([C:8]2[S:12][CH:11]=[N:10][C:9]=2[C:14]2[CH:19]=[CH:18][CH:17]=[C:16]([N+:20]([O-:22])=[O:21])[CH:15]=2)[CH:5]=[CH:4][N:3]=1. The yield is 0.870. (5) The reactants are Cl.[NH2:2][CH2:3][C:4]([C:6]1[CH:11]=[CH:10][C:9]([Br:12])=[CH:8][CH:7]=1)=[O:5].[C:13]([O:17][C:18]([N:20]1[CH2:24][CH:23]([C:25]#[N:26])[CH2:22][CH:21]1[C:27](O)=[O:28])=[O:19])([CH3:16])([CH3:15])[CH3:14].C(N(C(C)C)CC)(C)C.CN(C(ON1N=NC2C=CC=NC1=2)=[N+](C)C)C.F[P-](F)(F)(F)(F)F. The catalyst is CN(C=O)C.C(OCC)(=O)C. The product is [C:13]([O:17][C:18]([N:20]1[CH2:24][CH:23]([C:25]#[N:26])[CH2:22][CH:21]1[C:27](=[O:28])[NH:2][CH2:3][C:4]([C:6]1[CH:11]=[CH:10][C:9]([Br:12])=[CH:8][CH:7]=1)=[O:5])=[O:19])([CH3:16])([CH3:15])[CH3:14]. The yield is 0.910. (6) The catalyst is C1COCC1. The yield is 0.930. The product is [O:28]=[C:27]1[C:26]2[C:21](=[CH:22][CH:23]=[CH:24][CH:25]=2)[NH:20][CH:19]=[C:18]1[C:16]([NH:15][C:14]1[CH:13]=[C:12]2[C:8]([CH:9]=[CH:10][NH:11]2)=[CH:7][C:6]=1[C:4]([OH:5])=[O:3])=[O:17]. The reactants are C([O:3][C:4]([C:6]1[CH:7]=[C:8]2[C:12](=[CH:13][C:14]=1[NH:15][C:16]([C:18]1[C:27](=[O:28])[C:26]3[C:21](=[CH:22][CH:23]=[CH:24][CH:25]=3)[NH:20][CH:19]=1)=[O:17])[NH:11][CH:10]=[CH:9]2)=[O:5])C.[OH-].[Na+]. (7) The catalyst is O1CCOCC1.O.C1C=CC(P(C2C=CC=CC=2)[C-]2C=CC=C2)=CC=1.C1C=CC(P(C2C=CC=CC=2)[C-]2C=CC=C2)=CC=1.Cl[Pd]Cl.[Fe+2]. The product is [C:37]([C:34]1[S:33][C:32]([C:30]([NH:29][C@@H:15]([CH2:14][C:11]2[CH:12]=[CH:13][C:8]([C:5]3[N:4]=[CH:3][C:2]([C:61]4[CH:62]=[CH:63][C:58]([OH:57])=[CH:59][CH:60]=4)=[CH:7][N:6]=3)=[CH:9][CH:10]=2)[C:16]([N:18]2[CH2:21][CH:20]([C:22]([O:24][C:25]([CH3:28])([CH3:27])[CH3:26])=[O:23])[CH2:19]2)=[O:17])=[O:31])=[CH:36][CH:35]=1)([CH3:40])([CH3:39])[CH3:38]. The reactants are Br[C:2]1[CH:3]=[N:4][C:5]([C:8]2[CH:13]=[CH:12][C:11]([CH2:14][C@H:15]([NH:29][C:30]([C:32]3[S:33][C:34]([C:37]([CH3:40])([CH3:39])[CH3:38])=[CH:35][CH:36]=3)=[O:31])[C:16]([N:18]3[CH2:21][CH:20]([C:22]([O:24][C:25]([CH3:28])([CH3:27])[CH3:26])=[O:23])[CH2:19]3)=[O:17])=[CH:10][CH:9]=2)=[N:6][CH:7]=1.O.O.O.O.O.O.O.O.O.O.C(=O)([O-])[O-].[Na+].[Na+].[OH:57][C:58]1[CH:63]=[CH:62][C:61](B(O)O)=[CH:60][CH:59]=1. The yield is 1.17. (8) The reactants are [Br:1][C:2]1[CH:15]=[CH:14][C:5]2[NH:6][C:7](=O)[C:8]3([CH2:11][NH:12][C:4]=2[CH:3]=1)[CH2:10][CH2:9]3.COC1C=CC(P2(SP(C3C=CC(OC)=CC=3)(=S)S2)=[S:25])=CC=1. The catalyst is O1CCCC1. The yield is 0.440. The product is [Br:1][C:2]1[CH:15]=[CH:14][C:5]2[NH:6][C:7](=[S:25])[C:8]3([CH2:11][NH:12][C:4]=2[CH:3]=1)[CH2:10][CH2:9]3. (9) The reactants are [Br:1][CH:2]1[CH2:10][C:9]2[C:4](=[CH:5][C:6]([O:11][CH3:12])=[CH:7][CH:8]=2)[C:3]1=[O:13].[BH4-].[Na+].O. The catalyst is C(O)C. The product is [Br:1][CH:2]1[CH2:10][C:9]2[C:4](=[CH:5][C:6]([O:11][CH3:12])=[CH:7][CH:8]=2)[CH:3]1[OH:13]. The yield is 0.600.